Dataset: Forward reaction prediction with 1.9M reactions from USPTO patents (1976-2016). Task: Predict the product of the given reaction. (1) Given the reactants [F:1][C:2]1[CH:3]=[C:4]([O:11][CH3:12])[CH:5]=[CH:6][C:7]=1[N+:8]([O-])=O, predict the reaction product. The product is: [F:1][C:2]1[CH:3]=[C:4]([O:11][CH3:12])[CH:5]=[CH:6][C:7]=1[NH2:8]. (2) Given the reactants [Cl:1][C:2]1[C:11]2[C:6](=[CH:7][C:8]([O:12][CH3:13])=[CH:9][CH:10]=2)[N:5]=[C:4]([CH2:14][OH:15])[CH:3]=1.[C:16](OC(=O)C)(=[O:18])[CH3:17], predict the reaction product. The product is: [C:16]([O:15][CH2:14][C:4]1[CH:3]=[C:2]([Cl:1])[C:11]2[C:6](=[CH:7][C:8]([O:12][CH3:13])=[CH:9][CH:10]=2)[N:5]=1)(=[O:18])[CH3:17].